Dataset: Full USPTO retrosynthesis dataset with 1.9M reactions from patents (1976-2016). Task: Predict the reactants needed to synthesize the given product. Given the product [CH3:46][N:29]([CH3:28])[C:30]1([C:40]2[CH:45]=[CH:44][CH:43]=[CH:42][CH:41]=2)[CH2:31][CH2:32][C:33](=[CH:36][C:37]([NH:19][CH2:18][CH2:17][C:11]2[CH:16]=[CH:15][CH:14]=[CH:13][CH:12]=2)=[O:39])[CH2:34][CH2:35]1, predict the reactants needed to synthesize it. The reactants are: ON1C2C=CC=CC=2N=N1.[C:11]1([CH2:17][CH2:18][NH2:19])[CH:16]=[CH:15][CH:14]=[CH:13][CH:12]=1.CN1CCOCC1.Cl.[CH3:28][N:29]([CH3:46])[C:30]1([C:40]2[CH:45]=[CH:44][CH:43]=[CH:42][CH:41]=2)[CH2:35][CH2:34][C:33](=[CH:36][C:37]([OH:39])=O)[CH2:32][CH2:31]1.C1(N=C=NC2CCCCC2)CCCCC1.[OH-].[Na+].